Dataset: Full USPTO retrosynthesis dataset with 1.9M reactions from patents (1976-2016). Task: Predict the reactants needed to synthesize the given product. (1) Given the product [NH2:6][C@@:5]([C:14]1[S:15][C:16]([C:19]2[CH:24]=[CH:23][C:22]([O:25][CH2:26][CH2:27][CH2:28][CH2:29][O:30][C:31]3[CH:36]=[CH:35][CH:34]=[CH:33][CH:32]=3)=[C:21]([C:37]([F:39])([F:40])[F:38])[CH:20]=2)=[CH:17][N:18]=1)([CH3:41])[CH2:4][OH:3], predict the reactants needed to synthesize it. The reactants are: CC1(C)[N:6](C(OC(C)(C)C)=O)[C@@:5]([CH3:41])([C:14]2[S:15][C:16]([C:19]3[CH:24]=[CH:23][C:22]([O:25][CH2:26][CH2:27][CH2:28][CH2:29][O:30][C:31]4[CH:36]=[CH:35][CH:34]=[CH:33][CH:32]=4)=[C:21]([C:37]([F:40])([F:39])[F:38])[CH:20]=3)=[CH:17][N:18]=2)[CH2:4][O:3]1.P([O-])([O-])([O-])=O. (2) Given the product [CH3:1][O:2][C:3]1[CH:4]=[C:5]([CH:24]=[CH:25][C:26]=1[OH:27])[C:6](=[O:23])[CH2:7][N:8]1[C:12]2[CH:13]=[CH:14][CH:15]=[CH:16][C:11]=2[N:10]=[C:9]1[C:17]1[C:18]([NH2:22])=[N:19][O:20][N:21]=1, predict the reactants needed to synthesize it. The reactants are: [CH3:1][O:2][C:3]1[CH:4]=[C:5]([CH:24]=[CH:25][C:26]=1[O:27]CC1C=CC=CC=1)[C:6](=[O:23])[CH2:7][N:8]1[C:12]2[CH:13]=[CH:14][CH:15]=[CH:16][C:11]=2[N:10]=[C:9]1[C:17]1[C:18]([NH2:22])=[N:19][O:20][N:21]=1.